Dataset: Forward reaction prediction with 1.9M reactions from USPTO patents (1976-2016). Task: Predict the product of the given reaction. (1) The product is: [F:19][C:16]1[CH:17]=[CH:18][C:13]([O:12][CH2:11][C:9]2[N:10]=[C:5]3[N:4]=[CH:3][C:2]([C:25]4[CH:26]=[CH:27][C:22]([C:20]#[N:21])=[CH:23][C:24]=4[O:31][CH3:32])=[CH:7][N:6]3[CH:8]=2)=[CH:14][CH:15]=1. Given the reactants Br[C:2]1[CH:3]=[N:4][C:5]2[N:6]([CH:8]=[C:9]([CH2:11][O:12][C:13]3[CH:18]=[CH:17][C:16]([F:19])=[CH:15][CH:14]=3)[N:10]=2)[CH:7]=1.[C:20]([C:22]1[CH:27]=[CH:26][C:25](B(O)O)=[C:24]([O:31][CH3:32])[CH:23]=1)#[N:21], predict the reaction product. (2) Given the reactants [Cl:1][C:2]1[N:7]=[C:6]([CH2:8][N:9]2[CH2:14][CH:13]([CH3:15])[O:12][C@H:11](O)[C:10]2=[O:17])[CH:5]=[CH:4][CH:3]=1.S(Cl)(Cl)=O.C1(P(C2C=CC=CC=2)C2C=CC=CC=2)C=CC=CC=1.[F:41][C:42]1[CH:43]=[C:44]([CH:47]=[CH:48][C:49]=1[N:50]1[CH:54]=[C:53]([CH3:55])[N:52]=[CH:51]1)[CH:45]=O, predict the reaction product. The product is: [Cl:1][C:2]1[N:7]=[C:6]([CH2:8][N:9]2[CH2:14][C@H:13]([CH3:15])[O:12]/[C:11](=[CH:45]\[C:44]3[CH:47]=[CH:48][C:49]([N:50]4[CH:54]=[C:53]([CH3:55])[N:52]=[CH:51]4)=[C:42]([F:41])[CH:43]=3)/[C:10]2=[O:17])[CH:5]=[CH:4][CH:3]=1.